Dataset: Full USPTO retrosynthesis dataset with 1.9M reactions from patents (1976-2016). Task: Predict the reactants needed to synthesize the given product. (1) Given the product [NH2:9][CH:3]([C:1]#[N:2])[C:4]([O:6][CH2:7][CH3:8])=[O:5], predict the reactants needed to synthesize it. The reactants are: [C:1]([C:3](=[N:9]O)[C:4]([O:6][CH2:7][CH3:8])=[O:5])#[N:2]. (2) Given the product [NH2:17][C:15]1[C:16]2[C:8]([C:5]3[CH:4]=[CH:3][C:2]([NH:1][C:26](=[N:27][C:28]#[N:29])[O:25][C:22]4[CH:23]=[CH:24][CH:19]=[CH:20][CH:21]=4)=[CH:7][CH:6]=3)=[C:9]([CH3:18])[S:10][C:11]=2[N:12]=[CH:13][N:14]=1, predict the reactants needed to synthesize it. The reactants are: [NH2:1][C:2]1[CH:7]=[CH:6][C:5]([C:8]2[C:16]3[C:15]([NH2:17])=[N:14][CH:13]=[N:12][C:11]=3[S:10][C:9]=2[CH3:18])=[CH:4][CH:3]=1.[CH:19]1[CH:24]=[CH:23][C:22]([O:25][C:26](OC2C=CC=CC=2)=[N:27][C:28]#[N:29])=[CH:21][CH:20]=1. (3) Given the product [CH2:31]([NH:28][C:29]([O:13][C@H:12]1[C@H:8]([C:5]2[CH:4]=[CH:3][C:2]([F:1])=[CH:7][CH:6]=2)[CH2:9][N:10]([C:14]([O:16][C:17]([CH3:20])([CH3:19])[CH3:18])=[O:15])[CH2:11]1)=[O:30])[CH2:32][CH2:33][CH3:34], predict the reactants needed to synthesize it. The reactants are: [F:1][C:2]1[CH:7]=[CH:6][C:5]([C@H:8]2[C@H:12]([OH:13])[CH2:11][N:10]([C:14]([O:16][C:17]([CH3:20])([CH3:19])[CH3:18])=[O:15])[CH2:9]2)=[CH:4][CH:3]=1.C(N(CC)CC)C.[N:28]([CH2:31][CH2:32][CH2:33][CH3:34])=[C:29]=[O:30]. (4) Given the product [F:11][C:9]1[CH:8]=[C:7]([C:12]2[CH:20]=[CH:19][C:15]([C:16]([NH:21][CH2:22][C:23]3[CH:24]=[CH:25][C:26]([S:29]([NH:32][CH3:33])(=[O:31])=[O:30])=[CH:27][CH:28]=3)=[O:18])=[CH:14][N:13]=2)[CH:6]=[C:5]([F:4])[CH:10]=1, predict the reactants needed to synthesize it. The reactants are: N=C=N.[F:4][C:5]1[CH:6]=[C:7]([C:12]2[CH:20]=[CH:19][C:15]([C:16]([OH:18])=O)=[CH:14][N:13]=2)[CH:8]=[C:9]([F:11])[CH:10]=1.[NH2:21][CH2:22][C:23]1[CH:28]=[CH:27][C:26]([S:29]([NH:32][CH3:33])(=[O:31])=[O:30])=[CH:25][CH:24]=1. (5) Given the product [C:1]([O:5][C:6]([N:8]1[CH2:13][CH2:12][C:11]2[S:14][C:15]([N:17]([CH3:42])[C:18]([N:20]3[CH2:25][CH2:24][N:23]([S:26]([C:29]4[CH:38]=[CH:37][C:36]5[C:31](=[CH:32][CH:33]=[C:34]([Cl:39])[CH:35]=5)[CH:30]=4)(=[O:27])=[O:28])[CH2:22][CH2:21]3)=[O:19])=[CH:16][C:10]=2[CH2:9]1)=[O:7])([CH3:4])([CH3:2])[CH3:3], predict the reactants needed to synthesize it. The reactants are: [C:1]([O:5][C:6]([N:8]1[CH2:13][CH2:12][C:11]2[S:14][C:15]([NH:17][C:18]([N:20]3[CH2:25][CH2:24][N:23]([S:26]([C:29]4[CH:38]=[CH:37][C:36]5[C:31](=[CH:32][CH:33]=[C:34]([Cl:39])[CH:35]=5)[CH:30]=4)(=[O:28])=[O:27])[CH2:22][CH2:21]3)=[O:19])=[CH:16][C:10]=2[CH2:9]1)=[O:7])([CH3:4])([CH3:3])[CH3:2].[H-].[Na+].[CH3:42]I.